Dataset: Peptide-MHC class I binding affinity with 185,985 pairs from IEDB/IMGT. Task: Regression. Given a peptide amino acid sequence and an MHC pseudo amino acid sequence, predict their binding affinity value. This is MHC class I binding data. (1) The peptide sequence is NAHEGQLVI. The MHC is HLA-B40:01 with pseudo-sequence HLA-B40:01. The binding affinity (normalized) is 0.0847. (2) The peptide sequence is SLEGDLEDL. The MHC is HLA-A02:06 with pseudo-sequence HLA-A02:06. The binding affinity (normalized) is 0.240. (3) The peptide sequence is FYHISTGGY. The MHC is HLA-B18:01 with pseudo-sequence HLA-B18:01. The binding affinity (normalized) is 0.0847. (4) The peptide sequence is ITKGLGISYGR. The MHC is HLA-A02:06 with pseudo-sequence HLA-A02:06. The binding affinity (normalized) is 0. (5) The peptide sequence is DTGNYILCY. The MHC is HLA-A01:01 with pseudo-sequence HLA-A01:01. The binding affinity (normalized) is 0.481. (6) The MHC is HLA-A02:06 with pseudo-sequence HLA-A02:06. The peptide sequence is NLFDIPLLTV. The binding affinity (normalized) is 0.987. (7) The peptide sequence is LMARRARSL. The MHC is HLA-B39:01 with pseudo-sequence HLA-B39:01. The binding affinity (normalized) is 0.213.